Dataset: NCI-60 drug combinations with 297,098 pairs across 59 cell lines. Task: Regression. Given two drug SMILES strings and cell line genomic features, predict the synergy score measuring deviation from expected non-interaction effect. (1) Drug 1: CS(=O)(=O)C1=CC(=C(C=C1)C(=O)NC2=CC(=C(C=C2)Cl)C3=CC=CC=N3)Cl. Drug 2: C1=NC2=C(N1)C(=S)N=C(N2)N. Cell line: U251. Synergy scores: CSS=23.5, Synergy_ZIP=-8.66, Synergy_Bliss=0.550, Synergy_Loewe=-11.7, Synergy_HSA=1.98. (2) Drug 1: C1=CC(=CC=C1CCC2=CNC3=C2C(=O)NC(=N3)N)C(=O)NC(CCC(=O)O)C(=O)O. Drug 2: C1=CC(=C2C(=C1NCCNCCO)C(=O)C3=C(C=CC(=C3C2=O)O)O)NCCNCCO. Cell line: NCI-H522. Synergy scores: CSS=52.5, Synergy_ZIP=-7.60, Synergy_Bliss=-8.92, Synergy_Loewe=-11.6, Synergy_HSA=-5.07. (3) Drug 1: CC(C)(C#N)C1=CC(=CC(=C1)CN2C=NC=N2)C(C)(C)C#N. Drug 2: CC1=C2C(C(=O)C3(C(CC4C(C3C(C(C2(C)C)(CC1OC(=O)C(C(C5=CC=CC=C5)NC(=O)OC(C)(C)C)O)O)OC(=O)C6=CC=CC=C6)(CO4)OC(=O)C)O)C)O. Cell line: EKVX. Synergy scores: CSS=-6.08, Synergy_ZIP=3.21, Synergy_Bliss=2.96, Synergy_Loewe=-3.02, Synergy_HSA=-2.11. (4) Drug 1: C1CCC(C1)C(CC#N)N2C=C(C=N2)C3=C4C=CNC4=NC=N3. Drug 2: CN(C)N=NC1=C(NC=N1)C(=O)N. Cell line: T-47D. Synergy scores: CSS=-1.94, Synergy_ZIP=2.28, Synergy_Bliss=4.18, Synergy_Loewe=-2.38, Synergy_HSA=-1.08.